This data is from Forward reaction prediction with 1.9M reactions from USPTO patents (1976-2016). The task is: Predict the product of the given reaction. (1) The product is: [ClH:32].[NH2:21][CH:16]1[CH2:15][C:14]2[N:13]=[CH:12][C:11]([N:10]3[C:9](=[O:29])[CH:8]=[N:7][C:6]4[N:30]=[CH:31][C:3]([O:2][CH3:1])=[CH:4][C:5]3=4)=[CH:20][C:19]=2[CH2:18][CH2:17]1. Given the reactants [CH3:1][O:2][C:3]1[CH:31]=[N:30][C:6]2[N:7]=[CH:8][C:9](=[O:29])[N:10]([C:11]3[CH:12]=[N:13][C:14]4[CH2:15][CH:16]([NH:21]C(=O)OC(C)(C)C)[CH2:17][CH2:18][C:19]=4[CH:20]=3)[C:5]=2[CH:4]=1.[ClH:32], predict the reaction product. (2) Given the reactants Cl.[CH3:2][N:3]([CH3:8])[CH2:4][CH2:5][CH2:6]Cl.C(=O)([O-])[O-].[K+].[K+].[OH:15][C:16]1[CH:21]=[CH:20][C:19]([C:22]2[CH:27]=[CH:26][C:25]([C:28]([O:30][CH2:31][CH3:32])=[O:29])=[CH:24][CH:23]=2)=[CH:18][C:17]=1[C:33]1[CH:42]=[CH:41][C:40]2[C:39]([CH3:44])([CH3:43])[CH2:38][CH2:37][C:36]([CH3:46])([CH3:45])[C:35]=2[CH:34]=1.O, predict the reaction product. The product is: [CH3:2][N:3]([CH3:8])[CH2:4][CH2:5][CH2:6][O:15][C:16]1[CH:21]=[CH:20][C:19]([C:22]2[CH:23]=[CH:24][C:25]([C:28]([O:30][CH2:31][CH3:32])=[O:29])=[CH:26][CH:27]=2)=[CH:18][C:17]=1[C:33]1[CH:42]=[CH:41][C:40]2[C:39]([CH3:44])([CH3:43])[CH2:38][CH2:37][C:36]([CH3:45])([CH3:46])[C:35]=2[CH:34]=1.